Dataset: Forward reaction prediction with 1.9M reactions from USPTO patents (1976-2016). Task: Predict the product of the given reaction. (1) Given the reactants C[O:2][C:3](=[O:13])[CH2:4][CH2:5][N:6]([CH3:12])[CH2:7][CH2:8][CH2:9][CH2:10][CH3:11].[ClH:14], predict the reaction product. The product is: [ClH:14].[CH3:12][N:6]([CH2:7][CH2:8][CH2:9][CH2:10][CH3:11])[CH2:5][CH2:4][C:3]([OH:13])=[O:2]. (2) Given the reactants [CH3:1][C:2]1[C:6]([CH2:7][N:8]2[CH:12]=[C:11]([NH:13][C:14](N3C=CN=C3)=[O:15])[CH:10]=[N:9]2)=[C:5]([CH3:21])[O:4][N:3]=1.Cl.[OH:23][C:24]1[CH:33]=[C:32]2[C:27]([CH2:28][C@@H:29]([C:34]([O:36]C)=O)[NH:30][CH2:31]2)=[CH:26][CH:25]=1.C(N(C(C)C)C(C)C)C.Cl, predict the reaction product. The product is: [CH3:1][C:2]1[C:6]([CH2:7][N:8]2[CH:12]=[C:11]([N:13]3[C:34](=[O:36])[C@H:29]4[N:30]([CH2:31][C:32]5[CH:33]=[C:24]([OH:23])[CH:25]=[CH:26][C:27]=5[CH2:28]4)[C:14]3=[O:15])[CH:10]=[N:9]2)=[C:5]([CH3:21])[O:4][N:3]=1. (3) Given the reactants [N+:1]([C:4]1[CH:10]=[C:9](B2OC(C)(C)C(C)(C)O2)[CH:8]=[CH:7][C:5]=1[NH2:6])([O-:3])=[O:2].Cl[C:21]1[C:30]([N:31]2[CH2:35][CH2:34][CH2:33][C@@H:32]2[CH3:36])=[N:29][C:28]2[C:23](=[CH:24][CH:25]=[C:26]([C:37]([O:39][CH3:40])=[O:38])[CH:27]=2)[N:22]=1.C(=O)([O-])[O-].[Na+].[Na+], predict the reaction product. The product is: [NH2:6][C:5]1[CH:7]=[CH:8][C:9]([C:21]2[C:30]([N:31]3[CH2:35][CH2:34][CH2:33][C@@H:32]3[CH3:36])=[N:29][C:28]3[C:23](=[CH:24][CH:25]=[C:26]([C:37]([O:39][CH3:40])=[O:38])[CH:27]=3)[N:22]=2)=[CH:10][C:4]=1[N+:1]([O-:3])=[O:2]. (4) Given the reactants [OH-].[Na+:2].[CH:3]1[N:7]=[CH:6][N:5]([CH2:8][C:9]([P:15]([OH:18])([OH:17])=[O:16])([P:11]([OH:14])([OH:13])=[O:12])[OH:10])[CH:4]=1, predict the reaction product. The product is: [CH:3]1[N:7]=[CH:6][N:5]([CH2:8][C:9]([P:11]([O-:14])([O-:13])=[O:12])([P:15]([O-:17])([OH:18])=[O:16])[OH:10])[CH:4]=1.[Na+:2].[Na+:2].[Na+:2]. (5) Given the reactants C([N-]C(C)C)(C)C.[Li+].[N:9]([CH2:12][C:13]([C:15]1[CH:20]=[CH:19][C:18]([O:21][CH2:22][C:23]2[CH:32]=[CH:31][C:30]3[C:25](=[CH:26][CH:27]=[C:28]([F:33])[CH:29]=3)[N:24]=2)=[CH:17][C:16]=1[CH:34]([C:39]1[CH:44]=[CH:43][CH:42]=[CH:41][CH:40]=1)[C:35]([CH3:38])([CH3:37])[CH3:36])=[O:14])=[N+:10]=[N-:11].[C:45](OC(=O)C)(=[O:47])[CH3:46], predict the reaction product. The product is: [C:45]([O:14]/[C:13](/[C:15]1[CH:20]=[CH:19][C:18]([O:21][CH2:22][C:23]2[CH:32]=[CH:31][C:30]3[C:25](=[CH:26][CH:27]=[C:28]([F:33])[CH:29]=3)[N:24]=2)=[CH:17][C:16]=1[CH:34]([C:39]1[CH:40]=[CH:41][CH:42]=[CH:43][CH:44]=1)[C:35]([CH3:38])([CH3:37])[CH3:36])=[CH:12]\[N:9]=[N+:10]=[N-:11])(=[O:47])[CH3:46].